Predict the reactants needed to synthesize the given product. From a dataset of Full USPTO retrosynthesis dataset with 1.9M reactions from patents (1976-2016). (1) Given the product [CH2:1]([O:8][C@@H:9]1[C@@H:14]([O:15][CH2:16][C:17]2[CH:22]=[CH:21][CH:20]=[CH:19][CH:18]=2)[C@H:13]([O:23][CH2:24][C:25]2[CH:30]=[CH:29][CH:28]=[CH:27][CH:26]=2)[C@H:12]([CH2:31][O:32][CH2:33][C:34]2[CH:39]=[CH:38][CH:37]=[CH:36][CH:35]=2)[O:11][C@@H:10]1[C:40]#[N:55])[C:2]1[CH:7]=[CH:6][CH:5]=[CH:4][CH:3]=1, predict the reactants needed to synthesize it. The reactants are: [CH2:1]([O:8][C@H:9]1[C@H:14]([O:15][CH2:16][C:17]2[CH:22]=[CH:21][CH:20]=[CH:19][CH:18]=2)[C@H:13]([O:23][CH2:24][C:25]2[CH:30]=[CH:29][CH:28]=[CH:27][CH:26]=2)[C@H:12]([CH2:31][O:32][CH2:33][C:34]2[CH:39]=[CH:38][CH:37]=[CH:36][CH:35]=2)[O:11][C@@H:10]1[CH2:40]C([O-])=O)[C:2]1[CH:7]=[CH:6][CH:5]=[CH:4][CH:3]=1.B(F)(F)F.CCOCC.C(#[N:55])C. (2) Given the product [C:41]([C:39]1[CH:38]=[CH:37][C:21]([CH2:22][NH:23][C:24](=[O:36])[C:25]2[CH:30]=[C:29]([O:31][CH3:32])[C:28]([CH3:33])=[C:27]([O:34][CH3:35])[CH:26]=2)=[C:20]([NH:19][CH:48]([CH3:50])[CH3:47])[CH:40]=1)(=[NH:42])[NH2:45], predict the reactants needed to synthesize it. The reactants are: C(O)(=O)C.C(O[BH-](OC(=O)C)OC(=O)C)(=O)C.[Na+].[NH2:19][C:20]1[CH:40]=[C:39]([C:41]2[N:45]=C(C)O[N:42]=2)[CH:38]=[CH:37][C:21]=1[CH2:22][NH:23][C:24](=[O:36])[C:25]1[CH:30]=[C:29]([O:31][CH3:32])[C:28]([CH3:33])=[C:27]([O:34][CH3:35])[CH:26]=1.[CH3:47][C:48]([CH3:50])=O.COC(OC)OC. (3) Given the product [F:12][C:11]([F:14])([F:13])[C:9]1[NH:8][C:4]2=[N:5][CH:6]=[CH:7][C:2]([C:29]3[CH:30]=[CH:31][C:32]([S:35]([NH:38][CH:39]4[CH2:44][CH2:43][N:42]([C:45]([O:47][C:48]([CH3:51])([CH3:50])[CH3:49])=[O:46])[CH2:41][CH2:40]4)(=[O:37])=[O:36])=[CH:33][CH:34]=3)=[C:3]2[CH:10]=1, predict the reactants needed to synthesize it. The reactants are: I[C:2]1[CH:7]=[CH:6][N:5]=[C:4]2[NH:8][C:9]([C:11]([F:14])([F:13])[F:12])=[CH:10][C:3]=12.C(=O)([O-])[O-].[Na+].[Na+].CC1(C)C(C)(C)OB([C:29]2[CH:34]=[CH:33][C:32]([S:35]([NH:38][CH:39]3[CH2:44][CH2:43][N:42]([C:45]([O:47][C:48]([CH3:51])([CH3:50])[CH3:49])=[O:46])[CH2:41][CH2:40]3)(=[O:37])=[O:36])=[CH:31][CH:30]=2)O1.ClCCl. (4) Given the product [CH:1]([O:4][C:5]1[CH:6]=[CH:7][C:8]([C:12]([OH:14])=[O:13])=[N:9][C:10]=1[CH3:11])([CH3:3])[CH3:2], predict the reactants needed to synthesize it. The reactants are: [CH:1]([O:4][C:5]1[CH:6]=[CH:7][C:8]([C:12]([O:14]C)=[O:13])=[N:9][C:10]=1[CH3:11])([CH3:3])[CH3:2].[Li+].[OH-].O.CCOC(C)=O. (5) Given the product [F:1][C:2]1[C:10]([O:11][C:12]2[C:17]3=[C:18]([CH3:26])[C:19]([O:21][CH2:22][CH:23]([OH:24])[CH2:25][S:29]([CH3:28])(=[O:31])=[O:30])=[CH:20][N:16]3[N:15]=[CH:14][N:13]=2)=[CH:9][CH:8]=[C:7]2[C:3]=1[CH:4]=[C:5]([CH3:27])[NH:6]2, predict the reactants needed to synthesize it. The reactants are: [F:1][C:2]1[C:10]([O:11][C:12]2[C:17]3=[C:18]([CH3:26])[C:19]([O:21][CH2:22][CH:23]4[CH2:25][O:24]4)=[CH:20][N:16]3[N:15]=[CH:14][N:13]=2)=[CH:9][CH:8]=[C:7]2[C:3]=1[CH:4]=[C:5]([CH3:27])[NH:6]2.[CH3:28][S:29]([O-:31])=[O:30].[Na+]. (6) Given the product [F:35][C:2]([F:1])([F:34])[C:3]1[CH:4]=[C:5]([CH:27]=[C:28]([C:30]([F:33])([F:32])[F:31])[CH:29]=1)[C:6]([N:8]1[CH2:26][CH2:25][C:11]2([N:15]([C:16]3[CH:21]=[CH:20][CH:19]=[CH:18][C:17]=3[CH3:22])[C:14](=[O:23])[N:13]([CH2:37][C:38]3[C:39]([CH3:44])=[N:40][O:41][C:42]=3[CH3:43])[C:12]2=[O:24])[CH2:10][CH2:9]1)=[O:7], predict the reactants needed to synthesize it. The reactants are: [F:1][C:2]([F:35])([F:34])[C:3]1[CH:4]=[C:5]([CH:27]=[C:28]([C:30]([F:33])([F:32])[F:31])[CH:29]=1)[C:6]([N:8]1[CH2:26][CH2:25][C:11]2([N:15]([C:16]3[CH:21]=[CH:20][CH:19]=[CH:18][C:17]=3[CH3:22])[C:14](=[O:23])[NH:13][C:12]2=[O:24])[CH2:10][CH2:9]1)=[O:7].Cl[CH2:37][C:38]1[C:39]([CH3:44])=[N:40][O:41][C:42]=1[CH3:43]. (7) Given the product [N:7]1[C:8]2[C:13](=[CH:12][CH:11]=[N:10][CH:9]=2)[C:4]([NH2:1])=[CH:5][CH:6]=1, predict the reactants needed to synthesize it. The reactants are: [N+:1]([C:4]1[C:13]2[C:8](=[CH:9][N:10]=[CH:11][CH:12]=2)[N+:7]([O-])=[CH:6][CH:5]=1)([O-])=O. (8) Given the product [CH:12]1([NH:15][C:16](=[O:41])[C:17]2[CH:22]=[C:21]([C:23]3[CH:24]=[C:25]4[CH:31]=[N:30][N:29]([C:32]5[CH:37]=[CH:36][CH:35]=[C:34]([CH3:38])[CH:33]=5)[C:26]4=[CH:27][N+:28]=3[O-:9])[C:20]([CH3:39])=[C:19]([F:40])[CH:18]=2)[CH2:13][CH2:14]1, predict the reactants needed to synthesize it. The reactants are: C1C=C(Cl)C=C(C(OO)=[O:9])C=1.[CH:12]1([NH:15][C:16](=[O:41])[C:17]2[CH:22]=[C:21]([C:23]3[CH:24]=[C:25]4[CH:31]=[N:30][N:29]([C:32]5[CH:37]=[CH:36][CH:35]=[C:34]([CH3:38])[CH:33]=5)[C:26]4=[CH:27][N:28]=3)[C:20]([CH3:39])=[C:19]([F:40])[CH:18]=2)[CH2:14][CH2:13]1. (9) The reactants are: [Br:1][C:2]1[CH:7]=[CH:6][CH:5]=[CH:4][C:3]=1[CH2:8][N:9]1[C:14](=[O:15])[CH:13]=[C:12]([OH:16])[N:11]=[C:10]1[CH2:17][C:18]1[CH:23]=[CH:22][CH:21]=[CH:20][C:19]=1[Cl:24].Cl.BrC1C=CC=CC=1CN[C:35](=[NH:44])CC1C=CC=CC=1Cl.C(OCC)(=O)[CH2:46][C:47]([O:49]CC)=[O:48].[O-:56]CC.[Na+]. Given the product [Br:1][C:2]1[CH:7]=[CH:6][CH:5]=[CH:4][C:3]=1[CH2:8][N:9]1[C:14](=[O:15])[C:13]([C:35]([NH:44][CH2:46][C:47]([OH:49])=[O:48])=[O:56])=[C:12]([OH:16])[N:11]=[C:10]1[CH2:17][C:18]1[CH:23]=[CH:22][CH:21]=[CH:20][C:19]=1[Cl:24], predict the reactants needed to synthesize it. (10) Given the product [NH2:1][C:2]1[N:6]([CH3:7])[C:5](=[O:8])[C:4]([C:15]2[CH:20]=[CH:19][CH:18]=[C:17]([C:30]3[CH:31]=[CH:32][C:33]4[O:37][CH2:36][CH2:35][C:34]=4[CH:38]=3)[CH:16]=2)([C:9]2[CH:14]=[CH:13][CH:12]=[CH:11][CH:10]=2)[N:3]=1, predict the reactants needed to synthesize it. The reactants are: [NH2:1][C:2]1[N:6]([CH3:7])[C:5](=[O:8])[C:4]([C:15]2[CH:20]=[CH:19][CH:18]=[C:17](Br)[CH:16]=2)([C:9]2[CH:14]=[CH:13][CH:12]=[CH:11][CH:10]=2)[N:3]=1.CC1(C)C(C)(C)OB([C:30]2[CH:31]=[CH:32][C:33]3[O:37][CH2:36][CH2:35][C:34]=3[CH:38]=2)O1.